Predict which catalyst facilitates the given reaction. From a dataset of Catalyst prediction with 721,799 reactions and 888 catalyst types from USPTO. (1) Reactant: [Br:1][C:2]1[CH:13]=[CH:12][C:5]([O:6][C:7]([CH3:11])([CH3:10])[CH2:8][OH:9])=[CH:4][CH:3]=1.N1C(C)=CC=CC=1C.FC(F)(F)S(O[Si:28]([C:31]([CH3:34])([CH3:33])[CH3:32])([CH3:30])[CH3:29])(=O)=O. Product: [Br:1][C:2]1[CH:13]=[CH:12][C:5]([O:6][C:7]([CH3:10])([CH3:11])[CH2:8][O:9][Si:28]([C:31]([CH3:34])([CH3:33])[CH3:32])([CH3:30])[CH3:29])=[CH:4][CH:3]=1. The catalyst class is: 96. (2) Reactant: FC(F)(F)S([O:6][CH2:7][C:8]([F:11])([F:10])[F:9])(=O)=O.[Cl:14][C:15]1[C:24]2[C:19](=[C:20]([CH3:42])[CH:21]=[C:22]([C:25]([C:35]3[N:39]([CH3:40])[C:38]([CH3:41])=[N:37][CH:36]=3)([OH:34])[C:26]3[C:27]([CH3:33])=[N:28][N:29]([CH3:32])[C:30]=3[CH3:31])[CH:23]=2)[N:18]=[C:17]([O:43][CH3:44])[C:16]=1O.C([O-])([O-])=O.[Cs+].[Cs+]. Product: [Cl:14][C:15]1[C:24]2[C:19](=[C:20]([CH3:42])[CH:21]=[C:22]([C:25]([C:35]3[N:39]([CH3:40])[C:38]([CH3:41])=[N:37][CH:36]=3)([C:26]3[C:27]([CH3:33])=[N:28][N:29]([CH3:32])[C:30]=3[CH3:31])[OH:34])[CH:23]=2)[N:18]=[C:17]([O:43][CH3:44])[C:16]=1[O:6][CH2:7][C:8]([F:11])([F:10])[F:9]. The catalyst class is: 1. (3) Reactant: [OH:1][C@@H:2]1[CH2:22][N:5]2[C:6](=[O:21])[CH2:7][CH2:8][N:9]([C:11]3[CH:16]=[CH:15][C:14]([C:17]([F:20])([F:19])[F:18])=[CH:13][N:12]=3)[CH2:10][C@@H:4]2[CH2:3]1.Br[C:24]1[CH:29]=[N:28][C:27]([CH:30]2[CH2:32][CH2:31]2)=[CH:26][N:25]=1.CC(C)([O-])C.[K+]. Product: [CH:30]1([C:27]2[N:28]=[CH:29][C:24]([O:1][C@@H:2]3[CH2:22][N:5]4[C:6](=[O:21])[CH2:7][CH2:8][N:9]([C:11]5[CH:16]=[CH:15][C:14]([C:17]([F:19])([F:20])[F:18])=[CH:13][N:12]=5)[CH2:10][C@@H:4]4[CH2:3]3)=[N:25][CH:26]=2)[CH2:32][CH2:31]1. The catalyst class is: 7.